Dataset: PAMPA permeability data for FDA-approved drugs from NCATS. Task: Regression/Classification. Given a drug SMILES string, predict its absorption, distribution, metabolism, or excretion properties. Task type varies by dataset: regression for continuous measurements (e.g., permeability, clearance, half-life) or binary classification for categorical outcomes (e.g., BBB penetration, CYP inhibition). Dataset: approved_pampa_ncats. (1) The compound is CCCC1=CC(=O)NC(=S)N1. The result is 1 (high permeability). (2) The molecule is CN(C)CCC1=CNC2=C1C=C(C=C2)CS(=O)(=O)N3CCCC3. The result is 1 (high permeability). (3) The drug is C1CN2C(=NN=C2C(F)(F)F)CN1C(=O)C[C@@H](CC3=CC(=C(C=C3F)F)F)N. The result is 1 (high permeability). (4) The drug is CC1(C)S[C@@H]2[C@H](NC(=O)C(C(=O)O)c3ccsc3)C(=O)N2[C@H]1C(=O)[O-]. The result is 1 (high permeability). (5) The drug is CO[C@@H]1[C@@H](OC(N)=O)[C@@H](O)[C@H](Oc2ccc3c([O-])c(NC(=O)c4ccc(O)c(CC=C(C)C)c4)c(=O)oc3c2C)OC1(C)C. The result is 1 (high permeability).